From a dataset of Full USPTO retrosynthesis dataset with 1.9M reactions from patents (1976-2016). Predict the reactants needed to synthesize the given product. (1) The reactants are: [O:1]=[C:2]1[C:11]2[C:6](=[CH:7][CH:8]=[C:9]([S:12](O)(=[O:14])=[O:13])[CH:10]=2)[C:5]([C:16]([OH:18])=[O:17])=[CH:4][NH:3]1.[Cl:19]S(O)(=O)=O. Given the product [Cl:19][S:12]([C:9]1[CH:10]=[C:11]2[C:6]([C:5]([C:16]([OH:18])=[O:17])=[CH:4][NH:3][C:2]2=[O:1])=[CH:7][CH:8]=1)(=[O:14])=[O:13], predict the reactants needed to synthesize it. (2) Given the product [CH3:1][C:2]1[O:6][C:5]([C:7]2[CH:12]=[CH:11][C:10]([CH3:13])=[CH:9][CH:8]=2)=[N:4][C:3]=1[CH2:14][C:15]1[CH:16]=[C:17]([CH:20]=[CH:21][CH:22]=1)[CH2:18][Br:43], predict the reactants needed to synthesize it. The reactants are: [CH3:1][C:2]1[O:6][C:5]([C:7]2[CH:12]=[CH:11][C:10]([CH3:13])=[CH:9][CH:8]=2)=[N:4][C:3]=1[CH2:14][C:15]1[CH:16]=[C:17]([CH:20]=[CH:21][CH:22]=1)[CH2:18]O.C1(P(C2C=CC=CC=2)C2C=CC=CC=2)C=CC=CC=1.C(Br)(Br)(Br)[Br:43]. (3) Given the product [Br:14][CH2:15][C:16]([NH:7][C:2]1[CH:3]=[N:4][CH:5]=[CH:6][N:1]=1)=[O:17], predict the reactants needed to synthesize it. The reactants are: [N:1]1[CH:6]=[CH:5][N:4]=[CH:3][C:2]=1[NH2:7].C(=O)([O-])[O-].[K+].[K+].[Br:14][CH2:15][C:16](Br)=[O:17]. (4) Given the product [CH2:23]([O:30][C:31]([N:1]1[CH2:6][CH2:5][CH:4]([CH2:7][NH:8][C:9]2[C:10]([OH:15])=[N:11][CH:12]=[CH:13][N:14]=2)[CH2:3][CH2:2]1)=[O:32])[C:24]1[CH:29]=[CH:28][CH:27]=[CH:26][CH:25]=1, predict the reactants needed to synthesize it. The reactants are: [NH:1]1[CH2:6][CH2:5][CH:4]([CH2:7][NH:8][C:9]2[C:10]([OH:15])=[N:11][CH:12]=[CH:13][N:14]=2)[CH2:3][CH2:2]1.C(N(CC)CC)C.[CH2:23]([O:30][C:31](ON1C(=O)CCC1=O)=[O:32])[C:24]1[CH:29]=[CH:28][CH:27]=[CH:26][CH:25]=1. (5) Given the product [O:43]1[CH2:42][CH:41]([N:38]2[CH2:39][CH2:40][N:35]([C:32]3[CH:31]=[CH:30][C:29]([NH:28][C:26]4[N:25]=[CH:24][N:23]=[C:22]([C:19]5[CH:20]=[CH:21][C:14]([O:6][C@H:3]6[CH2:4][CH2:5][O:1][CH2:2]6)=[C:15]([CH:18]=5)[C:16]#[N:17])[N:27]=4)=[CH:34][CH:33]=3)[CH2:36][CH2:37]2)[CH2:44]1, predict the reactants needed to synthesize it. The reactants are: [O:1]1[CH2:5][CH2:4][C@H:3]([OH:6])[CH2:2]1.CC(C)([O-])C.[K+].F[C:14]1[CH:21]=[CH:20][C:19]([C:22]2[N:27]=[C:26]([NH:28][C:29]3[CH:34]=[CH:33][C:32]([N:35]4[CH2:40][CH2:39][N:38]([CH:41]5[CH2:44][O:43][CH2:42]5)[CH2:37][CH2:36]4)=[CH:31][CH:30]=3)[N:25]=[CH:24][N:23]=2)=[CH:18][C:15]=1[C:16]#[N:17].O.